From a dataset of Forward reaction prediction with 1.9M reactions from USPTO patents (1976-2016). Predict the product of the given reaction. (1) Given the reactants F[C:2]1[CH:9]=[CH:8][C:5]([CH:6]=[O:7])=[CH:4][CH:3]=1.[O:10]1[C:14]2([CH2:19][CH2:18][NH:17][CH2:16][CH2:15]2)[O:13][CH2:12][CH2:11]1, predict the reaction product. The product is: [O:10]1[C:14]2([CH2:19][CH2:18][N:17]([C:2]3[CH:9]=[CH:8][C:5]([CH:6]=[O:7])=[CH:4][CH:3]=3)[CH2:16][CH2:15]2)[O:13][CH2:12][CH2:11]1. (2) Given the reactants [NH2:1][C@H:2]([C:22]1[CH:27]=[CH:26][C:25]([Cl:28])=[CH:24][CH:23]=1)[C@@:3]([NH:12]S(=O)(=O)OCC(Cl)(Cl)Cl)([C:5]1[CH:6]=[N:7][C:8]([Cl:11])=[CH:9][CH:10]=1)[CH3:4], predict the reaction product. The product is: [Cl:28][C:25]1[CH:24]=[CH:23][C:22]([C@@H:2]([NH2:1])[C@:3]([C:5]2[CH:6]=[N:7][C:8]([Cl:11])=[CH:9][CH:10]=2)([NH2:12])[CH3:4])=[CH:27][CH:26]=1. (3) Given the reactants [CH2:1]([O:8][C@@H:9]1[C@@H:18]([O:19][CH2:20][C:21]2[CH:26]=[CH:25][CH:24]=[CH:23][CH:22]=2)[C@@H:17]([O:27][CH2:28][C:29]2[CH:34]=[CH:33][CH:32]=[CH:31][CH:30]=2)[C@@H:16]([CH2:35][O:36]C(C2C=CC=CC=2)(C2C=CC=CC=2)C2C=CC=CC=2)[O:15][C@@H:10]1[O:11][CH2:12][CH:13]=[CH2:14])[C:2]1[CH:7]=[CH:6][CH:5]=[CH:4][CH:3]=1.C([SiH](CC)CC)C.FC(F)(F)C(O)=O, predict the reaction product. The product is: [CH2:1]([O:8][C@@H:9]1[C@@H:18]([O:19][CH2:20][C:21]2[CH:26]=[CH:25][CH:24]=[CH:23][CH:22]=2)[C@@H:17]([O:27][CH2:28][C:29]2[CH:34]=[CH:33][CH:32]=[CH:31][CH:30]=2)[C@@H:16]([CH2:35][OH:36])[O:15][C@@H:10]1[O:11][CH2:12][CH:13]=[CH2:14])[C:2]1[CH:7]=[CH:6][CH:5]=[CH:4][CH:3]=1. (4) Given the reactants [C:1]([O:5][C:6]([NH:8][C:9]([CH3:14])([CH3:13])[C:10](O)=[O:11])=[O:7])([CH3:4])([CH3:3])[CH3:2].C(OC(OC(C)(C)C)=O)(OC(C)(C)C)=O.[N:30]1C=CC=CC=1.N, predict the reaction product. The product is: [NH2:30][C:10](=[O:11])[C:9]([NH:8][C:6](=[O:7])[O:5][C:1]([CH3:4])([CH3:3])[CH3:2])([CH3:14])[CH3:13]. (5) Given the reactants Cl.[OH:2][C:3]1[N:4]([C:19]2[CH:20]=[C:21]3[C:25](=[CH:26][CH:27]=2)[N:24]([CH2:28][CH2:29][CH:30]2[CH2:35][CH2:34][NH:33][CH2:32][CH2:31]2)[CH:23]=[CH:22]3)[C:5]([C:8]2[CH:13]=[C:12]([CH:14]([CH3:16])[CH3:15])[C:11]([OH:17])=[CH:10][C:9]=2[OH:18])=[N:6][N:7]=1.C(=O)([O-])OC1C=CC([N+]([O-])=O)=CC=1C1C=CC2N=C3C4N(CC3=C(CC)C=2C=1)C(=O)C1COC(=O)[C@@](CC)(O)C=1C=4.C(N(CC)CC)C.O, predict the reaction product. The product is: [OH:2][C:3]1[N:4]([C:19]2[CH:20]=[C:21]3[C:25](=[CH:26][CH:27]=2)[N:24]([CH2:28][CH2:29][CH:30]2[CH2:31][CH2:32][NH:33][CH2:34][CH2:35]2)[CH:23]=[CH:22]3)[C:5]([C:8]2[CH:13]=[C:12]([CH:14]([CH3:16])[CH3:15])[C:11]([OH:17])=[CH:10][C:9]=2[OH:18])=[N:6][N:7]=1.